From a dataset of Reaction yield outcomes from USPTO patents with 853,638 reactions. Predict the reaction yield, written as a fraction of the theoretical maximum amount of product (1.0 means a 100% yield; for example, 0.34 means a 34% yield). (1) The reactants are Br[C:2]1[C:3]([C:14]2[CH:19]=[CH:18][N:17]=[CH:16][CH:15]=2)=[C:4]([C:7]2[CH:12]=[CH:11][C:10]([F:13])=[CH:9][CH:8]=2)[S:5][CH:6]=1.BrC1C(C2C=CN=CC=2)=C(C2C=CC(F)=CC=2)NN=1.[CH2:39]1[C@@H:47]2[N:42]([CH2:43][CH2:44][C:45](=O)[CH2:46]2)[CH2:41][CH2:40]1. No catalyst specified. The product is [F:13][C:10]1[CH:11]=[CH:12][C:7]([C:4]2[S:5][CH:6]=[C:2]([C:45]3[CH2:46][C@H:47]4[N:42]([CH2:41][CH2:40][CH2:39]4)[CH2:43][CH:44]=3)[C:3]=2[C:14]2[CH:19]=[CH:18][N:17]=[CH:16][CH:15]=2)=[CH:8][CH:9]=1. The yield is 0.230. (2) The reactants are C(OC([N:8]1[CH2:13][CH2:12][N:11]([CH2:14][CH2:15][CH2:16][O:17][C:18]2[CH:23]=[CH:22][C:21]([C:24]3[NH:28][C:27]4[CH:29]=[C:30]([F:34])[C:31]([Cl:33])=[CH:32][C:26]=4[N:25]=3)=[CH:20][C:19]=2[Cl:35])[CH2:10][CH2:9]1)=O)(C)(C)C.C(OC(N1CCN(CCCOC2C=CC(C=O)=CC=2Cl)CC1)=O)(C)(C)C.ClC1C=C(N)C(N)=CC=1F. The yield is 0.150. No catalyst specified. The product is [Cl:33][C:31]1[C:30]([F:34])=[CH:29][C:27]2[NH:28][C:24]([C:21]3[CH:22]=[CH:23][C:18]([O:17][CH2:16][CH2:15][CH2:14][N:11]4[CH2:10][CH2:9][NH:8][CH2:13][CH2:12]4)=[C:19]([Cl:35])[CH:20]=3)=[N:25][C:26]=2[CH:32]=1. (3) The reactants are [C:1]([OH:5])(=O)[CH2:2][CH3:3].[NH2:6][C@@H:7]1[C@H:11]2[O:12][CH2:13][C@H:14]([NH:15][C:16](=[O:30])[C:17]3[CH:22]=[CH:21][CH:20]=[C:19]([O:23][C:24]4[CH:29]=[CH:28][CH:27]=[CH:26][CH:25]=4)[CH:18]=3)[C@H:10]2[O:9][CH2:8]1. No catalyst specified. The product is [O:23]([C:19]1[CH:18]=[C:17]([CH:22]=[CH:21][CH:20]=1)[C:16]([NH:15][C@H:14]1[CH2:13][O:12][C@@H:11]2[C@@H:7]([NH:6][C:1](=[O:5])[CH2:2][CH3:3])[CH2:8][O:9][C@H:10]12)=[O:30])[C:24]1[CH:25]=[CH:26][CH:27]=[CH:28][CH:29]=1. The yield is 0.364. (4) The reactants are [C:1]1([C:16]2[CH:21]=[CH:20][CH:19]=[CH:18][CH:17]=2)[CH:6]=[CH:5][C:4]([CH:7]([C:9]2[CH:14]=[CH:13][C:12]([Cl:15])=[CH:11][CH:10]=2)O)=[CH:3][CH:2]=1.S(Cl)([Cl:24])=O. The catalyst is C1(C)C=CC=CC=1. The product is [Cl:24][CH:7]([C:9]1[CH:14]=[CH:13][C:12]([Cl:15])=[CH:11][CH:10]=1)[C:4]1[CH:5]=[CH:6][C:1]([C:16]2[CH:21]=[CH:20][CH:19]=[CH:18][CH:17]=2)=[CH:2][CH:3]=1. The yield is 0.590. (5) The reactants are [Cl:1][C:2]1[CH:7]=[CH:6][C:5]([C:8]#[C:9][CH2:10][NH:11][C:12](=[O:18])[O:13][C:14]([CH3:17])([CH3:16])[CH3:15])=[CH:4][CH:3]=1.[CH2:19]([SnH:23]([CH2:28][CH2:29][CH2:30][CH3:31])[CH2:24][CH2:25][CH2:26][CH3:27])[CH2:20][CH2:21][CH3:22]. The catalyst is C1COCC1.Cl[Pd](Cl)([P](C1C=CC=CC=1)(C1C=CC=CC=1)C1C=CC=CC=1)[P](C1C=CC=CC=1)(C1C=CC=CC=1)C1C=CC=CC=1. The product is [Cl:1][C:2]1[CH:3]=[CH:4][C:5](/[C:8](/[Sn:23]([CH2:24][CH2:25][CH2:26][CH3:27])([CH2:28][CH2:29][CH2:30][CH3:31])[CH2:19][CH2:20][CH2:21][CH3:22])=[CH:9]\[CH2:10][NH:11][C:12](=[O:18])[O:13][C:14]([CH3:15])([CH3:17])[CH3:16])=[CH:6][CH:7]=1. The yield is 0.900.